Predict the reactants needed to synthesize the given product. From a dataset of Full USPTO retrosynthesis dataset with 1.9M reactions from patents (1976-2016). (1) Given the product [OH:1][CH2:2][CH2:3][CH:4]1[NH:5][CH2:6][CH:7]([C:8]([O:10][CH3:11])=[O:9])[CH2:12][CH2:13]1, predict the reactants needed to synthesize it. The reactants are: [OH:1][CH2:2][CH2:3][C:4]1[CH:13]=[CH:12][C:7]([C:8]([O:10][CH3:11])=[O:9])=[CH:6][N:5]=1.[BH3-]C#N.[Na+]. (2) The reactants are: [C:1]([O:5][C:6]([NH:8][C@@H:9]([C@H:13]1[CH2:18][CH2:17][C@@H:16]([OH:19])[CH2:15][CH2:14]1)[C:10]([OH:12])=O)=[O:7])([CH3:4])([CH3:3])[CH3:2].[NH:20]1[CH2:24][CH2:23][CH2:22][CH2:21]1.C(OC(=O)N[C@@H]([C@H]1CC[C@@H](N)CC1)C(=O)N1CCCC1)(C)(C)C. Given the product [C:1]([O:5][C:6](=[O:7])[NH:8][C@@H:9]([C@H:13]1[CH2:18][CH2:17][C@@H:16]([OH:19])[CH2:15][CH2:14]1)[C:10](=[O:12])[N:20]1[CH2:24][CH2:23][CH2:22][CH2:21]1)([CH3:2])([CH3:3])[CH3:4], predict the reactants needed to synthesize it.